From a dataset of Catalyst prediction with 721,799 reactions and 888 catalyst types from USPTO. Predict which catalyst facilitates the given reaction. (1) Reactant: C[Si]([C:5]#[C:6][C:7]1[CH:16]=[CH:15][C:14]2[C:9](=[CH:10][CH:11]=[CH:12][CH:13]=2)[N:8]=1)(C)C.C([O-])([O-])=O.[K+].[K+].CCOC(C)=O.CCCCCC.Cl. Product: [C:6]([C:7]1[CH:16]=[CH:15][C:14]2[C:9](=[CH:10][CH:11]=[CH:12][CH:13]=2)[N:8]=1)#[CH:5]. The catalyst class is: 138. (2) Reactant: [Cl:1][C:2]([CH2:13][CH2:14][C:15]1[CH:24]=[CH:23][C:22]([O:25][CH3:26])=[C:21]2[C:16]=1[CH:17]=[CH:18][C:19](=[O:28])[N:20]2[CH3:27])(C(OCC)=O)[C:3]([O:5]CC)=[O:4].C(O)(=O)C.Cl.O. Product: [Cl:1][CH:2]([CH2:13][CH2:14][C:15]1[CH:24]=[CH:23][C:22]([O:25][CH3:26])=[C:21]2[C:16]=1[CH:17]=[CH:18][C:19](=[O:28])[N:20]2[CH3:27])[C:3]([OH:5])=[O:4]. The catalyst class is: 8.